Dataset: Full USPTO retrosynthesis dataset with 1.9M reactions from patents (1976-2016). Task: Predict the reactants needed to synthesize the given product. (1) Given the product [O:1]1[C:5]2[CH:6]=[CH:7][CH:8]=[CH:9][C:4]=2[N:3]=[C:2]1[C:10]1[CH:11]=[N:12][N:13]([CH2:15][CH2:16][C@@:17]([CH3:32])([S:28]([CH3:31])(=[O:30])=[O:29])[C:18]([NH:20][OH:21])=[O:19])[CH:14]=1, predict the reactants needed to synthesize it. The reactants are: [O:1]1[C:5]2[CH:6]=[CH:7][CH:8]=[CH:9][C:4]=2[N:3]=[C:2]1[C:10]1[CH:11]=[N:12][N:13]([CH2:15][CH2:16][C@@:17]([CH3:32])([S:28]([CH3:31])(=[O:30])=[O:29])[C:18]([NH:20][O:21]C2CCCCO2)=[O:19])[CH:14]=1.Cl. (2) Given the product [O:1]1[C:5]2[CH:6]=[CH:7][C:8]([O:10][CH2:11][CH2:12][N:13]3[C:21]4[C:16](=[CH:17][CH:18]=[CH:19][CH:20]=4)[C:15]([CH:22]4[CH2:23][CH2:24][N:25]([CH2:39][CH2:38][O:37][C:32]5[CH:33]=[CH:34][CH:35]=[CH:36][C:31]=5[C:30]([OH:41])=[O:29])[CH2:26][CH2:27]4)=[CH:14]3)=[CH:9][C:4]=2[O:3][CH2:2]1, predict the reactants needed to synthesize it. The reactants are: [O:1]1[C:5]2[CH:6]=[CH:7][C:8]([O:10][CH2:11][CH2:12][N:13]3[C:21]4[C:16](=[CH:17][CH:18]=[CH:19][CH:20]=4)[C:15]([CH:22]4[CH2:27][CH2:26][NH:25][CH2:24][CH2:23]4)=[CH:14]3)=[CH:9][C:4]=2[O:3][CH2:2]1.C[O:29][C:30](=[O:41])[C:31]1[CH:36]=[CH:35][CH:34]=[CH:33][C:32]=1[O:37][CH2:38][CH2:39]Cl.